This data is from Full USPTO retrosynthesis dataset with 1.9M reactions from patents (1976-2016). The task is: Predict the reactants needed to synthesize the given product. Given the product [CH2:12]([O:11][C:5]1[CH:6]=[CH:7][C:8]([Cl:10])=[CH:9][C:4]=1[OH:3])[C:13]1[CH:14]=[CH:15][CH:16]=[CH:17][CH:18]=1, predict the reactants needed to synthesize it. The reactants are: C([O:3][C:4]1[CH:9]=[C:8]([Cl:10])[CH:7]=[CH:6][C:5]=1[O:11][CH2:12][C:13]1[CH:18]=[CH:17][CH:16]=[CH:15][CH:14]=1)=O.C[O-].[Na+].